Dataset: Reaction yield outcomes from USPTO patents with 853,638 reactions. Task: Predict the reaction yield, written as a fraction of the theoretical maximum amount of product (1.0 means a 100% yield; for example, 0.34 means a 34% yield). (1) The reactants are [N+:1]([O-:4])(O)=[O:2].C(O)(C(F)(F)F)=O.[CH3:12][C:13]1[CH:18]=[C:17]([CH3:19])[CH:16]=[CH:15][C:14]=1[B:20]([OH:22])[OH:21]. No catalyst specified. The product is [CH3:12][C:13]1[CH:18]=[C:17]([CH3:19])[C:16]([N+:1]([O-:4])=[O:2])=[CH:15][C:14]=1[B:20]([OH:21])[OH:22]. The yield is 0.470. (2) The reactants are Br[CH2:2][CH:3]([CH2:14][OH:15])[CH2:4][CH2:5][N:6]1[CH:11]=[CH:10][C:9](=[O:12])[NH:8][C:7]1=[O:13].[N-:16]=[N+:17]=[N-:18].[Na+]. The catalyst is CN(C=O)C. The product is [N:16]([CH2:2][CH:3]([CH2:14][OH:15])[CH2:4][CH2:5][N:6]1[CH:11]=[CH:10][C:9](=[O:12])[NH:8][C:7]1=[O:13])=[N+:17]=[N-:18]. The yield is 0.470. (3) The reactants are [C:1]([O:5][C:6](=[O:21])[NH:7][C:8]1[CH:13]=[CH:12][C:11]([CH:14]2[CH2:19][NH:18][C:17](=[O:20])[NH:16][CH2:15]2)=[CH:10][CH:9]=1)([CH3:4])([CH3:3])[CH3:2].C1C(=O)N([Br:29])C(=O)C1. The catalyst is CC#N. The product is [C:1]([O:5][C:6](=[O:21])[NH:7][C:8]1[CH:9]=[CH:10][C:11]([CH:14]2[CH2:19][NH:18][C:17](=[O:20])[NH:16][CH2:15]2)=[CH:12][C:13]=1[Br:29])([CH3:4])([CH3:2])[CH3:3]. The yield is 0.320. (4) The reactants are [F:1][C:2]1[CH:7]=[CH:6][C:5]([CH:8]([OH:13])[CH2:9][CH2:10][CH:11]=[CH2:12])=[CH:4][CH:3]=1.[Cr](Cl)([O-])(=O)=O. The catalyst is ClCCl. The product is [F:1][C:2]1[CH:3]=[CH:4][C:5]([C:8](=[O:13])[CH2:9][CH2:10][CH:11]=[CH2:12])=[CH:6][CH:7]=1. The yield is 0.960. (5) The reactants are OO.[Br:3][C:4]1[CH:5]=[CH:6][C:7]([NH2:12])=[N:8][C:9]=1[CH2:10][CH3:11].C(Cl)Cl.[OH-:16].[Na+].[OH:18]S(O)(=O)=O. No catalyst specified. The product is [Br:3][C:4]1[C:9]([CH2:10][CH3:11])=[N:8][C:7]([N+:12]([O-:18])=[O:16])=[CH:6][CH:5]=1. The yield is 0.710. (6) The reactants are [CH3:1][O:2][C:3]([C:5]1[S:6][C:7]([C:13]([OH:15])=O)=[CH:8][C:9]=1[CH:10]([CH3:12])[CH3:11])=[O:4].C(N(CC)CC)C.CN(C(ON1N=NC2C=CC=CC1=2)=[N+](C)C)C.F[P-](F)(F)(F)(F)F.C1C=CC2N(O)N=NC=2C=1.[NH:57]1[C:65]2[C:60](=[C:61]([CH2:66][NH2:67])[CH:62]=[CH:63][CH:64]=2)[CH:59]=[N:58]1. The catalyst is CN(C=O)C. The product is [CH3:1][O:2][C:3]([C:5]1[S:6][C:7]([C:13](=[O:15])[NH:67][CH2:66][C:61]2[CH:62]=[CH:63][CH:64]=[C:65]3[C:60]=2[CH:59]=[N:58][NH:57]3)=[CH:8][C:9]=1[CH:10]([CH3:11])[CH3:12])=[O:4]. The yield is 0.420. (7) The reactants are [NH2:1][C:2]1[CH:6]=[CH:5][S:4][C:3]=1[C:7]([O:9]C)=O.C([O-])([O-])OC.[NH3:16].[CH3:17]O.C(OCC)(=O)C. The catalyst is O. The product is [N:1]1[C:2]2[CH:6]=[CH:5][S:4][C:3]=2[C:7](=[O:9])[NH:16][CH:17]=1. The yield is 0.870. (8) The reactants are [NH2:1][C:2]1[C:11]2[C:6](=[C:7](I)[C:8]([F:12])=[CH:9][CH:10]=2)[N:5]=[N:4][C:3]=1[C:14]([NH:16][CH2:17][CH2:18][CH3:19])=[O:15].[F:20][C:21]1[C:26]([O:27][CH3:28])=[CH:25][CH:24]=[CH:23][C:22]=1B(O)O. No catalyst specified. The product is [NH2:1][C:2]1[C:11]2[C:6](=[C:7]([C:22]3[CH:23]=[CH:24][CH:25]=[C:26]([O:27][CH3:28])[C:21]=3[F:20])[C:8]([F:12])=[CH:9][CH:10]=2)[N:5]=[N:4][C:3]=1[C:14]([NH:16][CH2:17][CH2:18][CH3:19])=[O:15]. The yield is 0.290.